Dataset: Catalyst prediction with 721,799 reactions and 888 catalyst types from USPTO. Task: Predict which catalyst facilitates the given reaction. (1) Reactant: [Cl:1][C:2]1[CH:3]=[C:4]2[C:8](=[CH:9][CH:10]=1)[N:7]([CH2:11][C:12]1[CH:17]=[CH:16][C:15]([NH:18][CH:19]([CH3:21])[CH3:20])=[CH:14][C:13]=1[O:22][CH3:23])[C:6](=[O:24])[C:5]2([C:26]1[CH:31]=[CH:30][CH:29]=[CH:28][C:27]=1[Cl:32])[CH3:25].[CH2:33]=O.[BH4-].[Na+].Cl. Product: [Cl:1][C:2]1[CH:3]=[C:4]2[C:8](=[CH:9][CH:10]=1)[N:7]([CH2:11][C:12]1[CH:17]=[CH:16][C:15]([N:18]([CH:19]([CH3:21])[CH3:20])[CH3:33])=[CH:14][C:13]=1[O:22][CH3:23])[C:6](=[O:24])[C:5]2([C:26]1[CH:31]=[CH:30][CH:29]=[CH:28][C:27]=1[Cl:32])[CH3:25]. The catalyst class is: 27. (2) Reactant: [CH2:1]=[C:2]1[CH2:7][CH2:6][CH2:5][CH2:4][CH:3]1[N:8]1[C:16](=[O:17])[C:15]2[C:10](=[CH:11][CH:12]=[CH:13][CH:14]=2)[C:9]1=[O:18].ClC1C=CC=C(C(OO)=[O:27])C=1.S([O-])([O-])=O.[Na+].[Na+]. Product: [O:27]1[C:2]2([CH2:7][CH2:6][CH2:5][CH2:4][CH:3]2[N:8]2[C:16](=[O:17])[C:15]3[C:10](=[CH:11][CH:12]=[CH:13][CH:14]=3)[C:9]2=[O:18])[CH2:1]1. The catalyst class is: 13. (3) Reactant: [CH:1]([C@:4]1([C:17]([N:19]2[CH2:24][CH:23]=[C:22]([C:25]3[CH:26]=[N:27][CH:28]=[C:29]([C:31]([F:34])([F:33])[F:32])[CH:30]=3)[CH2:21][CH2:20]2)=[O:18])[CH2:8][CH2:7][C@@H:6]([NH:9]C(=O)OC(C)(C)C)[CH2:5]1)([CH3:3])[CH3:2]. Product: [CH:1]([C@:4]1([C:17]([N:19]2[CH2:20][CH:21]=[C:22]([C:25]3[CH:26]=[N:27][CH:28]=[C:29]([C:31]([F:34])([F:33])[F:32])[CH:30]=3)[CH2:23][CH2:24]2)=[O:18])[CH2:8][CH2:7][C@@H:6]([NH2:9])[CH2:5]1)([CH3:3])[CH3:2]. The catalyst class is: 89. (4) Reactant: [Cl:1][C:2]1[CH:7]=[CH:6][C:5]([C:8]2[N:12]([CH:13]3[CH2:15][CH2:14]3)[C:11](=[O:16])[N:10]([S:17]([C:20]3[CH:25]=[CH:24][C:23]([C:26](O)=[O:27])=[CH:22][CH:21]=3)(=[O:19])=[O:18])[N:9]=2)=[CH:4][CH:3]=1.O.ON1C2C=CC=CC=2N=N1.Cl.CN(C)CCCN=C=NCC.[CH3:52][C:53]([NH2:56])([CH3:55])[CH3:54]. Product: [C:53]([NH:56][C:26]([C:23]1[CH:24]=[CH:25][C:20]([S:17]([N:10]2[C:11](=[O:16])[N:12]([CH:13]3[CH2:14][CH2:15]3)[C:8]([C:5]3[CH:4]=[CH:3][C:2]([Cl:1])=[CH:7][CH:6]=3)=[N:9]2)(=[O:19])=[O:18])=[CH:21][CH:22]=1)=[O:27])([CH3:55])([CH3:54])[CH3:52]. The catalyst class is: 121.